From a dataset of Reaction yield outcomes from USPTO patents with 853,638 reactions. Predict the reaction yield, written as a fraction of the theoretical maximum amount of product (1.0 means a 100% yield; for example, 0.34 means a 34% yield). (1) The reactants are [NH2:1][C@@H:2]([CH2:33][C:34]1[CH:39]=[CH:38][CH:37]=[CH:36][CH:35]=1)[C@@H:3]([OH:32])[CH2:4][C@H:5]([NH:19][C:20]([C@@H:22]([NH:27][C:28](=[O:31])[O:29][CH3:30])[C:23]([CH3:26])([CH3:25])[CH3:24])=[O:21])[CH2:6][C:7]1[CH:12]=[CH:11][C:10]([C:13]2[CH:18]=[CH:17][CH:16]=[CH:15][N:14]=2)=[CH:9][CH:8]=1.[CH3:40][C:41]([CH3:61])([CH3:60])[C@H:42]([N:46]1[CH2:50][CH2:49][N:48]([CH2:51][C:52]2[CH:57]=[CH:56][CH:55]=[CH:54][C:53]=2[CH3:58])[C:47]1=[O:59])[C:43](O)=[O:44].CCOP(ON1N=NC2C=CC=CC=2C1=O)(OCC)=O.C(N(CC)C(C)C)(C)C. The catalyst is C1COCC1. The product is [CH3:40][C:41]([CH3:61])([CH3:60])[C@H:42]([N:46]1[CH2:50][CH2:49][N:48]([CH2:51][C:52]2[CH:57]=[CH:56][CH:55]=[CH:54][C:53]=2[CH3:58])[C:47]1=[O:59])[C:43]([NH:1][C@@H:2]([CH2:33][C:34]1[CH:35]=[CH:36][CH:37]=[CH:38][CH:39]=1)[C@@H:3]([OH:32])[CH2:4][C@H:5]([NH:19][C:20]([C@@H:22]([NH:27][C:28](=[O:31])[O:29][CH3:30])[C:23]([CH3:26])([CH3:25])[CH3:24])=[O:21])[CH2:6][C:7]1[CH:12]=[CH:11][C:10]([C:13]2[CH:18]=[CH:17][CH:16]=[CH:15][N:14]=2)=[CH:9][CH:8]=1)=[O:44]. The yield is 0.420. (2) The reactants are Br[C:2]1[N:7]=[N:6][C:5]([NH2:8])=[N:4][C:3]=1[C:9]1[CH:14]=[CH:13][CH:12]=[CH:11][CH:10]=1.[CH3:15][N:16]([CH3:26])[C:17]1[CH:18]=[C:19](B(O)O)[CH:20]=[CH:21][CH:22]=1. No catalyst specified. The product is [CH3:15][N:16]([CH3:26])[C:17]1[CH:22]=[C:21]([C:2]2[N:7]=[N:6][C:5]([NH2:8])=[N:4][C:3]=2[C:9]2[CH:14]=[CH:13][CH:12]=[CH:11][CH:10]=2)[CH:20]=[CH:19][CH:18]=1. The yield is 0.600. (3) The yield is 1.15. The product is [ClH:1].[NH2:25][C@@H:21]1[CH2:22][CH2:23][CH2:24][N:19]([C:3]2[C:2]([Cl:1])=[CH:7][N:6]=[C:5]3[NH:8][CH:9]=[C:10]([NH:11][C:12]([CH:14]4[CH2:15][CH2:16][CH2:17][CH2:18]4)=[O:13])[C:4]=23)[CH2:20]1. The reactants are [Cl:1][C:2]1[C:3]([N:19]2[CH2:24][CH2:23][CH2:22][C@@H:21]([NH:25]C(=O)OC(C)(C)C)[CH2:20]2)=[C:4]2[C:10]([NH:11][C:12]([CH:14]3[CH2:18][CH2:17][CH2:16][CH2:15]3)=[O:13])=[CH:9][NH:8][C:5]2=[N:6][CH:7]=1. The catalyst is Cl.CC(O)C. (4) The reactants are Br.[Br:2][CH2:3][CH2:4][CH2:5][NH2:6].C(N(CC)CC)C.[F:14][C:15]([F:26])([F:25])[C:16](O[C:16](=[O:17])[C:15]([F:26])([F:25])[F:14])=[O:17]. The catalyst is C(Cl)Cl. The product is [Br:2][CH2:3][CH2:4][CH2:5][NH:6][C:16](=[O:17])[C:15]([F:26])([F:25])[F:14]. The yield is 0.885.